The task is: Regression/Classification. Given a drug SMILES string, predict its absorption, distribution, metabolism, or excretion properties. Task type varies by dataset: regression for continuous measurements (e.g., permeability, clearance, half-life) or binary classification for categorical outcomes (e.g., BBB penetration, CYP inhibition). Dataset: cyp2c9_veith.. This data is from CYP2C9 inhibition data for predicting drug metabolism from PubChem BioAssay. (1) The molecule is COC(=O)N1CCC2(CC1)CN(c1ccc(-c3ccccc3)cc1)C2. The result is 0 (non-inhibitor). (2) The result is 0 (non-inhibitor). The drug is CCC(CC)C(=O)c1c[nH]c(C(=O)NCCCN2CCOCC2)c1. (3) The compound is Cc1cccc(N/C(N)=N/c2nc(C)cc(C)n2)c1. The result is 0 (non-inhibitor). (4) The drug is CCOCCN1CCC(OC(C)=O)C(C)C1.Cl. The result is 0 (non-inhibitor). (5) The compound is Cc1ccc(/C(C#N)=C/c2cccc([N+](=O)[O-])c2)cc1. The result is 0 (non-inhibitor). (6) The drug is COCC(=O)N1CCC2(CC1)CN(c1ccccn1)C2. The result is 0 (non-inhibitor). (7) The drug is CC(C)OC(=O)c1sc2nc(-c3ccccc3)ccc2c1N. The result is 1 (inhibitor). (8) The compound is NCCOc1ccccn1. The result is 0 (non-inhibitor).